Task: Predict the reactants needed to synthesize the given product.. Dataset: Full USPTO retrosynthesis dataset with 1.9M reactions from patents (1976-2016) (1) Given the product [C:1]([O:4][CH2:5][C:6]1[C:7]([C:13]2[N:17]([CH3:27])[C:16]3[CH:18]=[C:19]([C:22]([CH3:25])([CH3:24])[CH3:23])[CH:20]=[CH:21][C:15]=3[N:14]=2)=[N:8][CH:9]=[CH:10][C:11]=1[Cl:12])(=[O:3])[CH3:2].[C:1]([O:4][CH2:5][C:6]1[C:7]([C:13]2[N:14]([CH3:37])[C:15]3[CH:21]=[CH:20][C:19]([C:22]([CH3:25])([CH3:24])[CH3:23])=[CH:18][C:16]=3[N:17]=2)=[N:8][CH:9]=[CH:10][C:11]=1[Cl:12])(=[O:3])[CH3:2], predict the reactants needed to synthesize it. The reactants are: [C:1]([O:4][CH2:5][C:6]1[C:7]([C:13]2[NH:17][C:16]3[CH:18]=[C:19]([C:22]([CH3:25])([CH3:24])[CH3:23])[CH:20]=[CH:21][C:15]=3[N:14]=2)=[N:8][CH:9]=[CH:10][C:11]=1[Cl:12])(=[O:3])[CH3:2].N12CCCN=C1CCCC[CH2:27]2.[C:37](OCC)(=O)C. (2) Given the product [CH:45]1([NH:48][C:18](=[O:20])[C:17]2[CH:21]=[CH:22][C:23]([O:24][CH3:25])=[C:15]([C:14]3[C:13](=[O:26])[CH:12]=[CH:11][N:9]4[C:8]=3[CH:7]=[CH:6][C:5]([O:4][C:3]3[CH:27]=[CH:28][C:29]([F:31])=[CH:30][C:2]=3[F:1])=[N:10]4)[CH:16]=2)[CH2:47][CH2:46]1, predict the reactants needed to synthesize it. The reactants are: [F:1][C:2]1[CH:30]=[C:29]([F:31])[CH:28]=[CH:27][C:3]=1[O:4][C:5]1[CH:6]=[CH:7][C:8]2[N:9]([CH:11]=[CH:12][C:13](=[O:26])[C:14]=2[C:15]2[CH:16]=[C:17]([CH:21]=[CH:22][C:23]=2[O:24][CH3:25])[C:18]([OH:20])=O)[N:10]=1.C(N(CC)CC)C.C(OC(Cl)=O)C.[CH:45]1([NH2:48])[CH2:47][CH2:46]1. (3) Given the product [F:33][C:29]1[CH:30]=[CH:31][CH:32]=[C:2]([F:1])[C:3]=1[CH2:4][O:5][C:6]1[C:7]2[N:8]([C:13]([C:17]3[CH:18]=[N:19][N:20]([CH2:22][C:23]([CH3:28])([NH2:25])[CH3:24])[CH:21]=3)=[C:14]([CH3:16])[N:15]=2)[CH:9]=[C:10]([CH3:12])[CH:11]=1, predict the reactants needed to synthesize it. The reactants are: [F:1][C:2]1[CH:32]=[CH:31][CH:30]=[C:29]([F:33])[C:3]=1[CH2:4][O:5][C:6]1[C:7]2[N:8]([C:13]([C:17]3[CH:18]=[N:19][N:20]([CH2:22][C:23]([CH3:28])([N+:25]([O-])=O)[CH3:24])[CH:21]=3)=[C:14]([CH3:16])[N:15]=2)[CH:9]=[C:10]([CH3:12])[CH:11]=1.